From a dataset of Peptide-MHC class II binding affinity with 134,281 pairs from IEDB. Regression. Given a peptide amino acid sequence and an MHC pseudo amino acid sequence, predict their binding affinity value. This is MHC class II binding data. (1) The binding affinity (normalized) is 0.776. The MHC is DRB1_1302 with pseudo-sequence DRB1_1302. The peptide sequence is VVVGNANGILAQGKK. (2) The peptide sequence is GGSVIRISSANPEDL. The MHC is HLA-DQA10101-DQB10501 with pseudo-sequence HLA-DQA10101-DQB10501. The binding affinity (normalized) is 0.0463. (3) The peptide sequence is APEVKYTVFETALKE. The MHC is HLA-DQA10301-DQB10302 with pseudo-sequence HLA-DQA10301-DQB10302. The binding affinity (normalized) is 0.345. (4) The peptide sequence is PVTEEPGMAKIPAGE. The MHC is DRB1_1001 with pseudo-sequence DRB1_1001. The binding affinity (normalized) is 0.167.